Task: Predict the reaction yield, written as a fraction of the theoretical maximum amount of product (1.0 means a 100% yield; for example, 0.34 means a 34% yield).. Dataset: Reaction yield outcomes from USPTO patents with 853,638 reactions (1) The reactants are FC(F)(F)C(OC(=O)C(F)(F)F)=O.[C:14]([O:18][C:19]([N:21]1[CH2:40][CH2:39][C:24]2([N:28]=[C:27]([C:29]3[CH:34]=[CH:33][C:32]([C:35](=O)[NH2:36])=[CH:31][CH:30]=3)[NH:26][C:25]2=[O:38])[CH2:23][CH2:22]1)=[O:20])([CH3:17])([CH3:16])[CH3:15].N1C=CC=CC=1.C([O-])(O)=O.[Na+]. The catalyst is O1CCOCC1. The product is [C:14]([O:18][C:19]([N:21]1[CH2:22][CH2:23][C:24]2([N:28]=[C:27]([C:29]3[CH:30]=[CH:31][C:32]([C:35]#[N:36])=[CH:33][CH:34]=3)[NH:26][C:25]2=[O:38])[CH2:39][CH2:40]1)=[O:20])([CH3:17])([CH3:15])[CH3:16]. The yield is 0.710. (2) The reactants are [Cl:1][C:2]1[CH:3]=[C:4](I)[C:5]([CH3:16])=[C:6]([NH:8][C:9](=[O:15])[O:10][C:11]([CH3:14])([CH3:13])[CH3:12])[CH:7]=1.[CH3:18][C:19]([OH:23])([C:21]#[CH:22])[CH3:20]. The catalyst is C(#N)C.[Cu]I.[Pd](Cl)Cl.C1(P(C2C=CC=CC=2)C2C=CC=CC=2)C=CC=CC=1. The product is [Cl:1][C:2]1[CH:3]=[C:4]([C:22]#[C:21][C:19]([OH:23])([CH3:20])[CH3:18])[C:5]([CH3:16])=[C:6]([NH:8][C:9](=[O:15])[O:10][C:11]([CH3:14])([CH3:13])[CH3:12])[CH:7]=1. The yield is 0.940. (3) The reactants are Br[C:2](Br)=[CH:3][CH2:4][CH:5]([N:8]1[CH:12]=[C:11]([C:13]2[C:14]3[CH:21]=[CH:20][N:19]([CH2:22][O:23][CH2:24][CH2:25][Si:26]([CH3:29])([CH3:28])[CH3:27])[C:15]=3[N:16]=[CH:17][N:18]=2)[CH:10]=[N:9]1)[CH2:6][CH3:7].C1COCC1.C([Li])CCC.O.Cl. The catalyst is CCCCCC. The product is [CH2:6]([CH:5]([N:8]1[CH:12]=[C:11]([C:13]2[C:14]3[CH:21]=[CH:20][N:19]([CH2:22][O:23][CH2:24][CH2:25][Si:26]([CH3:28])([CH3:29])[CH3:27])[C:15]=3[N:16]=[CH:17][N:18]=2)[CH:10]=[N:9]1)[CH2:4][C:3]#[CH:2])[CH3:7]. The yield is 0.800. (4) The product is [O:19]=[C:18]1[C:17]2[C:16](=[CH:23][CH:22]=[CH:21][CH:20]=2)[C:15](=[O:24])[N:14]1[O:13][CH2:45][CH2:46][NH:1][C:8]([O:10][CH2:11][C:12]1[CH:29]=[CH:30][CH:25]=[CH:26][CH:27]=1)=[O:9]. The yield is 0.910. The catalyst is C(OCC)(=O)C. The reactants are [N:1]([C:8]([O:10][CH2:11][CH3:12])=[O:9])=[N:1][C:8]([O:10][CH2:11][CH3:12])=[O:9].[OH:13][N:14]1[C:18](=[O:19])[C:17]2=[CH:20][CH:21]=[CH:22][CH:23]=[C:16]2[C:15]1=[O:24].[C:25]1(P([C:25]2[CH:30]=[CH:29]C=[CH:27][CH:26]=2)[C:25]2[CH:30]=[CH:29]C=[CH:27][CH:26]=2)[CH:30]=[CH:29]C=[CH:27][CH:26]=1.O1CC[CH2:46][CH2:45]1. (5) The reactants are [CH2:1]([C@@:4]12[CH2:12][CH2:11][CH2:10][C@@H:9]([C@H:13]([OH:18])[CH2:14][C:15]([CH3:17])=[CH2:16])[C@@H:8]1[C:7]1([O:22][CH2:21][CH2:20][O:19]1)[CH2:6][CH2:5]2)[CH:2]=[CH2:3].[CH:32]1(N=C=N[CH:32]2[CH2:37][CH2:36][CH2:35][CH2:34][CH2:33]2)[CH2:37][CH2:36][CH2:35][CH2:34][CH2:33]1. The catalyst is ClCCl.CN(C)C1C=CN=CC=1. The product is [C:7]([O:19][CH2:20][C:21]([O:18][C@@H:13]([C@H:9]1[C@H:8]2[C@:4]([CH2:1][CH:2]=[CH2:3])([CH2:5][CH2:6][C:7]32[O:19][CH2:20][CH2:21][O:22]3)[CH2:12][CH2:11][CH2:10]1)[CH2:14][C:15]([CH3:17])=[CH2:16])=[O:22])([C:32]1[CH:33]=[CH:34][CH:35]=[CH:36][CH:37]=1)([C:32]1[CH:37]=[CH:36][CH:35]=[CH:34][CH:33]=1)[C:32]1[CH:37]=[CH:36][CH:35]=[CH:34][CH:33]=1. The yield is 0.950. (6) The reactants are [F:1][C:2]1[CH:7]=[CH:6][C:5]([C:8]2[O:9][C:10]3[CH:19]=[C:18]([CH2:20][CH2:21][C:22](F)(F)F)[C:17]([O:26][CH:27]([CH3:29])[CH3:28])=[CH:16][C:11]=3[C:12]=2[C:13]([OH:15])=[O:14])=[CH:4][CH:3]=1.FC1C=CC(C2OC3C=C(CCC)C(OC(C)C)=CC=3C=2C(OCC)=O)=CC=1. No catalyst specified. The product is [F:1][C:2]1[CH:7]=[CH:6][C:5]([C:8]2[O:9][C:10]3[CH:19]=[C:18]([CH2:20][CH2:21][CH3:22])[C:17]([O:26][CH:27]([CH3:28])[CH3:29])=[CH:16][C:11]=3[C:12]=2[C:13]([OH:15])=[O:14])=[CH:4][CH:3]=1. The yield is 0.990. (7) The reactants are [CH3:1][NH2:2].[Cl:3][C:4]1[C:5](F)=[CH:6][C:7]2[O:12][CH2:11][N:10]([C:13]3[CH:18]=[CH:17][C:16]([N+:19]([O-:21])=[O:20])=[CH:15][CH:14]=3)[C:9](=[O:22])[C:8]=2[CH:23]=1. No catalyst specified. The product is [Cl:3][C:4]1[C:5]([NH:2][CH3:1])=[CH:6][C:7]2[O:12][CH2:11][N:10]([C:13]3[CH:18]=[CH:17][C:16]([N+:19]([O-:21])=[O:20])=[CH:15][CH:14]=3)[C:9](=[O:22])[C:8]=2[CH:23]=1. The yield is 0.810.